From a dataset of Full USPTO retrosynthesis dataset with 1.9M reactions from patents (1976-2016). Predict the reactants needed to synthesize the given product. (1) Given the product [N:1]1([C:10]2[S:14][C:13]([C:15]([NH2:31])=[O:17])=[C:12]([O:19][CH2:20][C:21]3[CH:26]=[CH:25][CH:24]=[CH:23][C:22]=3[C:27]([F:29])([F:28])[F:30])[CH:11]=2)[C:9]2[C:4](=[N:5][CH:6]=[CH:7][CH:8]=2)[N:3]=[CH:2]1, predict the reactants needed to synthesize it. The reactants are: [N:1]1([C:10]2[S:14][C:13]([C:15]([O:17]C)=O)=[C:12]([O:19][CH2:20][C:21]3[CH:26]=[CH:25][CH:24]=[CH:23][C:22]=3[C:27]([F:30])([F:29])[F:28])[CH:11]=2)[C:9]2[C:4](=[N:5][CH:6]=[CH:7][CH:8]=2)[N:3]=[CH:2]1.[NH3:31]. (2) Given the product [Cl:17][C:18]1[CH:24]=[C:23]([S:25]([C:28]([F:29])([F:30])[F:31])(=[O:27])=[O:26])[CH:22]=[CH:21][C:19]=1[NH:20][C:8]([C:7]1[C:2]([OH:1])=[C:3]([C:11]2[CH:16]=[CH:15][CH:14]=[CH:13][CH:12]=2)[CH:4]=[CH:5][CH:6]=1)=[O:10], predict the reactants needed to synthesize it. The reactants are: [OH:1][C:2]1[C:7]([C:8]([OH:10])=O)=[CH:6][CH:5]=[CH:4][C:3]=1[C:11]1[CH:16]=[CH:15][CH:14]=[CH:13][CH:12]=1.[Cl:17][C:18]1[CH:24]=[C:23]([S:25]([C:28]([F:31])([F:30])[F:29])(=[O:27])=[O:26])[CH:22]=[CH:21][C:19]=1[NH2:20]. (3) Given the product [Cl:1][C:2]1[CH:8]=[CH:7][C:5]([NH2:6])=[C:4]([C:15]2[N:11]([CH3:10])[N:12]=[CH:13][CH:14]=2)[CH:3]=1, predict the reactants needed to synthesize it. The reactants are: [Cl:1][C:2]1[CH:8]=[CH:7][C:5]([NH2:6])=[C:4](I)[CH:3]=1.[CH3:10][N:11]1[C:15](B2OC(C)(C)C(C)(C)O2)=[CH:14][CH:13]=[N:12]1.C(=O)([O-])[O-].[K+].[K+]. (4) Given the product [N:30]([CH2:12][CH:13]1[CH2:17][C:16]2[CH:18]=[CH:19][CH:20]=[C:21]([C:22]3[CH:27]=[CH:26][C:25]([F:28])=[C:24]([Cl:29])[CH:23]=3)[C:15]=2[O:14]1)=[N+:31]=[N-:32], predict the reactants needed to synthesize it. The reactants are: CC1C=CC(S(O[CH2:12][CH:13]2[CH2:17][C:16]3[CH:18]=[CH:19][CH:20]=[C:21]([C:22]4[CH:27]=[CH:26][C:25]([F:28])=[C:24]([Cl:29])[CH:23]=4)[C:15]=3[O:14]2)(=O)=O)=CC=1.[N-:30]=[N+:31]=[N-:32].[Na+].N(CC1CC2C=C(Cl)C=C(C3C=CSC=3)C=2O1)=[N+]=[N-]. (5) Given the product [N+:1]([C:4]1[CH:5]=[C:6]2[C:7]([C:8](=[O:10])[NH:16][CH:15]=[N:13]2)=[CH:11][CH:12]=1)([O-:3])=[O:2], predict the reactants needed to synthesize it. The reactants are: [N+:1]([C:4]1[CH:5]=[C:6]([NH2:13])[C:7](=[CH:11][CH:12]=1)[C:8]([OH:10])=O)([O-:3])=[O:2].Cl.[CH:15](N)=[NH:16].